The task is: Predict the reaction yield, written as a fraction of the theoretical maximum amount of product (1.0 means a 100% yield; for example, 0.34 means a 34% yield).. This data is from Reaction yield outcomes from USPTO patents with 853,638 reactions. The reactants are [P:1](Cl)([O:6][CH2:7][CH3:8])([O:3][CH2:4][CH3:5])=[O:2].[C:10]([C:14]1[CH:19]=[CH:18][C:17]([N:20]2[C:28]3[C:23](=[CH:24][CH:25]=[CH:26][CH:27]=3)[C:22]([CH:29]=[O:30])=[C:21]2[N:31]2[CH2:36][CH2:35][N:34]([CH2:37][CH2:38][OH:39])[CH2:33][CH2:32]2)=[CH:16][CH:15]=1)([CH3:13])([CH3:12])[CH3:11].C(N(CC)CC)C.O. The catalyst is O1CCCC1. The product is [CH2:4]([O:3][P:1](=[O:2])([O:6][CH2:7][CH3:8])[O:39][CH2:38][CH2:37][N:34]1[CH2:35][CH2:36][N:31]([C:21]2[N:20]([C:17]3[CH:18]=[CH:19][C:14]([C:10]([CH3:13])([CH3:11])[CH3:12])=[CH:15][CH:16]=3)[C:28]3[C:23]([C:22]=2[CH:29]=[O:30])=[CH:24][CH:25]=[CH:26][CH:27]=3)[CH2:32][CH2:33]1)[CH3:5]. The yield is 0.680.